This data is from Forward reaction prediction with 1.9M reactions from USPTO patents (1976-2016). The task is: Predict the product of the given reaction. Given the reactants [NH2:1][C:2]1[N:7]=[C:6]([NH:8][C:9]2[CH:23]=[CH:22][C:12]([CH2:13][C:14]3[CH:19]=[CH:18][N:17]=[C:16]([C:20]#[N:21])[CH:15]=3)=[CH:11][CH:10]=2)[CH:5]=[C:4]([C:24]2[CH:29]=[CH:28][CH:27]=[CH:26][CH:25]=2)[N:3]=1, predict the reaction product. The product is: [NH2:21][CH2:20][C:16]1[CH:15]=[C:14]([CH2:13][C:12]2[CH:11]=[CH:10][C:9]([NH:8][C:6]3[CH:5]=[C:4]([C:24]4[CH:25]=[CH:26][CH:27]=[CH:28][CH:29]=4)[N:3]=[C:2]([NH2:1])[N:7]=3)=[CH:23][CH:22]=2)[CH:19]=[CH:18][N:17]=1.